Dataset: Reaction yield outcomes from USPTO patents with 853,638 reactions. Task: Predict the reaction yield, written as a fraction of the theoretical maximum amount of product (1.0 means a 100% yield; for example, 0.34 means a 34% yield). The reactants are [CH3:1][O:2][C:3](=[O:25])[C:4]1[CH:9]=[C:8](I)[CH:7]=[N:6][C:5]=1[O:11][C:12]1[CH:17]=[CH:16][C:15]([O:18][C:19]2[CH:24]=[CH:23][CH:22]=[CH:21][CH:20]=2)=[CH:14][CH:13]=1.[C:26]([O:30][C:31](=[O:38])[NH:32][CH:33]1[CH2:37][CH2:36][NH:35][CH2:34]1)([CH3:29])([CH3:28])[CH3:27].C(=O)([O-])[O-].[Cs+].[Cs+]. The catalyst is O1CCOCC1.C1C=CC(/C=C/C(/C=C/C2C=CC=CC=2)=O)=CC=1.C1C=CC(/C=C/C(/C=C/C2C=CC=CC=2)=O)=CC=1.C1C=CC(/C=C/C(/C=C/C2C=CC=CC=2)=O)=CC=1.[Pd].[Pd].C1(P(C2CCCCC2)C2C=CC=CC=2C2C(OC(C)C)=CC=CC=2OC(C)C)CCCCC1. The product is [CH3:1][O:2][C:3](=[O:25])[C:4]1[CH:9]=[C:8]([N:35]2[CH2:36][CH2:37][CH:33]([NH:32][C:31]([O:30][C:26]([CH3:29])([CH3:28])[CH3:27])=[O:38])[CH2:34]2)[CH:7]=[N:6][C:5]=1[O:11][C:12]1[CH:17]=[CH:16][C:15]([O:18][C:19]2[CH:24]=[CH:23][CH:22]=[CH:21][CH:20]=2)=[CH:14][CH:13]=1. The yield is 0.530.